From a dataset of Reaction yield outcomes from USPTO patents with 853,638 reactions. Predict the reaction yield, written as a fraction of the theoretical maximum amount of product (1.0 means a 100% yield; for example, 0.34 means a 34% yield). The reactants are Br[CH2:2][C:3]1[CH:4]=[C:5]([C:9]2[CH:13]=[C:12]([CH2:14][CH:15]([CH3:17])[CH3:16])[S:11][C:10]=2[S:18]([NH:21][C:22]([CH3:25])([CH3:24])[CH3:23])(=[O:20])=[O:19])[CH:6]=[CH:7][CH:8]=1.[NH:26]1[CH:30]=[CH:29][CH:28]=[N:27]1. The catalyst is O1CCOCC1. The product is [N:26]1([CH2:2][C:3]2[CH:4]=[C:5]([C:9]3[CH:13]=[C:12]([CH2:14][CH:15]([CH3:17])[CH3:16])[S:11][C:10]=3[S:18]([NH:21][C:22]([CH3:25])([CH3:24])[CH3:23])(=[O:20])=[O:19])[CH:6]=[CH:7][CH:8]=2)[CH:30]=[CH:29][CH:28]=[N:27]1. The yield is 0.980.